From a dataset of Full USPTO retrosynthesis dataset with 1.9M reactions from patents (1976-2016). Predict the reactants needed to synthesize the given product. (1) Given the product [ClH:19].[Cl:19][C:16]1[CH:17]=[CH:18][C:11]2[CH2:10][CH2:9][NH:8][CH2:14][CH2:13][C:12]=2[C:15]=1[S:20][CH2:21][C:28]1[CH:33]=[CH:32][CH:31]=[CH:30][C:29]=1[S:34]([CH3:37])(=[O:36])=[O:35], predict the reactants needed to synthesize it. The reactants are: C(OC([N:8]1[CH2:14][CH2:13][C:12]2[C:15]([S:20][C:21](=O)N(C)C)=[C:16]([Cl:19])[CH:17]=[CH:18][C:11]=2[CH2:10][CH2:9]1)=O)(C)(C)C.BrC[C:28]1[CH:33]=[CH:32][CH:31]=[CH:30][C:29]=1[S:34]([CH3:37])(=[O:36])=[O:35]. (2) Given the product [CH3:1][NH:2][C:3]1[CH:11]=[CH:10][C:6]([C:7]([N:30]2[CH2:29][CH2:28][CH:27]([C:24]3[CH:23]=[CH:22][C:21]([C:19]4[CH:18]=[N:17][N:16]([CH3:15])[CH:20]=4)=[CH:26][CH:25]=3)[CH2:32][CH2:31]2)=[O:9])=[CH:5][C:4]=1[N+:12]([O-:14])=[O:13], predict the reactants needed to synthesize it. The reactants are: [CH3:1][NH:2][C:3]1[CH:11]=[CH:10][C:6]([C:7]([OH:9])=O)=[CH:5][C:4]=1[N+:12]([O-:14])=[O:13].[CH3:15][N:16]1[CH:20]=[C:19]([C:21]2[CH:26]=[CH:25][C:24]([CH:27]3[CH2:32][CH2:31][NH:30][CH2:29][CH2:28]3)=[CH:23][CH:22]=2)[CH:18]=[N:17]1.C(N(CC)C(C)C)(C)C.CN(C(ON1N=NC2C=CC=CC1=2)=[N+](C)C)C.F[P-](F)(F)(F)(F)F.C([O-])([O-])=O.[Na+].[Na+]. (3) The reactants are: [CH:1]1([C:4]2[CH:5]=[C:6]([C@@H:16]([CH2:20][C@H:21]3[CH2:25][CH2:24][C:23](=[O:26])[CH2:22]3)[C:17](O)=[O:18])[CH:7]=[CH:8][C:9]=2[S:10]([CH:13]2[CH2:15][CH2:14]2)(=[O:12])=[O:11])[CH2:3][CH2:2]1.C(Cl)(=O)C(Cl)=O.CN(C=O)C.[NH2:38][C:39]1[N:44]=[CH:43][C:42]([CH2:45][C:46]([O:48][CH2:49][CH3:50])=[O:47])=[CH:41][CH:40]=1. Given the product [CH:1]1([C:4]2[CH:5]=[C:6]([C@@H:16]([CH2:20][C@H:21]3[CH2:25][CH2:24][C:23](=[O:26])[CH2:22]3)[C:17]([NH:38][C:39]3[N:44]=[CH:43][C:42]([CH2:45][C:46]([O:48][CH2:49][CH3:50])=[O:47])=[CH:41][CH:40]=3)=[O:18])[CH:7]=[CH:8][C:9]=2[S:10]([CH:13]2[CH2:15][CH2:14]2)(=[O:12])=[O:11])[CH2:2][CH2:3]1, predict the reactants needed to synthesize it. (4) The reactants are: C([O:3][C:4](=[O:12])[C:5]1[CH:10]=[CH:9][C:8](Br)=[CH:7][CH:6]=1)C.[CH:13]1([C:18]2([CH3:31])[CH2:26][C:25]3[C:20](=[C:21]([CH3:29])[C:22]([CH3:28])=[C:23]([OH:27])[CH:24]=3)[C:19]2=[O:30])[CH2:17][CH2:16][CH2:15][CH2:14]1. Given the product [CH:13]1([C:18]2([CH3:31])[CH2:26][C:25]3[C:20](=[C:21]([CH3:29])[C:22]([CH3:28])=[C:23]([O:27][CH2:4][C:5]4[CH:6]=[C:7]([C:8]5[CH:7]=[CH:6][C:5]([C:4]([OH:3])=[O:12])=[CH:10][CH:9]=5)[CH:8]=[CH:9][CH:10]=4)[CH:24]=3)[C:19]2=[O:30])[CH2:14][CH2:15][CH2:16][CH2:17]1, predict the reactants needed to synthesize it. (5) Given the product [CH3:10][O:11][C:12]1[CH:13]=[C:14]([NH:24][C:25]2[S:26][C:7]3[CH2:6][CH2:5][CH2:4][C:3](=[O:9])[C:2]=3[N:27]=2)[CH:15]=[CH:16][C:17]=1[N:18]1[CH:22]=[N:21][C:20]([CH3:23])=[N:19]1, predict the reactants needed to synthesize it. The reactants are: Br[CH:2]1[CH2:7][CH2:6][CH2:5][C:4](=O)[C:3]1=[O:9].[CH3:10][O:11][C:12]1[CH:13]=[C:14]([NH:24][C:25]([NH2:27])=[S:26])[CH:15]=[CH:16][C:17]=1[N:18]1[CH:22]=[N:21][C:20]([CH3:23])=[N:19]1.